This data is from Full USPTO retrosynthesis dataset with 1.9M reactions from patents (1976-2016). The task is: Predict the reactants needed to synthesize the given product. (1) Given the product [N:32]1([C:23]2[CH:24]=[CH:25][C:26]([C:28]([F:30])([F:31])[F:29])=[CH:27][C:22]=2[NH:21][C:2](=[O:9])[C:3]2[CH:8]=[CH:7][N:6]=[CH:5][CH:4]=2)[C:40]2[C:35](=[CH:36][CH:37]=[CH:38][CH:39]=2)[CH2:34][CH2:33]1, predict the reactants needed to synthesize it. The reactants are: Cl.[C:2](Cl)(=[O:9])[C:3]1[CH:8]=[CH:7][N:6]=[CH:5][CH:4]=1.C(N(CC)CC)C.ClCCl.[NH2:21][C:22]1[CH:27]=[C:26]([C:28]([F:31])([F:30])[F:29])[CH:25]=[CH:24][C:23]=1[N:32]1[C:40]2[C:35](=[CH:36][CH:37]=[CH:38][CH:39]=2)[CH2:34][CH2:33]1. (2) Given the product [CH3:1][O:2][C:3]1[CH:11]=[C:10]2[C:6]([CH2:7][CH2:8][C:9]2=[C:15]2[C:16]3[C:21](=[CH:20][CH:19]=[CH:18][CH:17]=3)[NH:13][C:14]2=[O:22])=[CH:5][CH:4]=1, predict the reactants needed to synthesize it. The reactants are: [CH3:1][O:2][C:3]1[CH:11]=[C:10]2[C:6]([CH2:7][CH2:8][C:9]2=O)=[CH:5][CH:4]=1.[NH:13]1[C:21]2[C:16](=[CH:17][CH:18]=[CH:19][CH:20]=2)[CH2:15][C:14]1=[O:22].N1CCCCC1.Cl.